Dataset: Forward reaction prediction with 1.9M reactions from USPTO patents (1976-2016). Task: Predict the product of the given reaction. (1) The product is: [Cl:36][C:31]1[CH:32]=[CH:33][CH:34]=[CH:35][C:30]=1[CH:28]([O:27][C:25]([NH:24][C:19]1[C:20]([CH3:23])=[N:21][O:22][C:18]=1[C:15]1[CH:14]=[CH:13][C:12]([CH:9]2[CH2:10][CH2:11][CH:6]([C:4]([OH:5])=[O:3])[CH2:7][CH2:8]2)=[CH:17][CH:16]=1)=[O:26])[CH3:29]. Given the reactants C([O:3][C:4]([CH:6]1[CH2:11][CH2:10][CH:9]([C:12]2[CH:17]=[CH:16][C:15]([C:18]3[O:22][N:21]=[C:20]([CH3:23])[C:19]=3[NH:24][C:25]([O:27][CH:28]([C:30]3[CH:35]=[CH:34][CH:33]=[CH:32][C:31]=3[Cl:36])[CH3:29])=[O:26])=[CH:14][CH:13]=2)[CH2:8][CH2:7]1)=[O:5])C.[Li+].[OH-], predict the reaction product. (2) The product is: [C:30]([C:28]1[CH:27]=[CH:26][N:25]=[C:24]([CH2:23][N:12]([CH2:11][C:6]2[CH:5]=[CH:4][C:3]([CH2:2][NH:1][C:45]([CH:37]3[CH2:38][C:39]4[C:44](=[CH:43][CH:42]=[CH:41][CH:40]=4)[CH2:35][NH:36]3)=[O:46])=[CH:8][C:7]=2[CH2:9][OH:10])[CH:13]2[C:22]3[N:21]=[CH:20][CH:19]=[CH:18][C:17]=3[CH2:16][CH2:15][CH2:14]2)[CH:29]=1)([CH3:33])([CH3:32])[CH3:31]. Given the reactants [NH2:1][CH2:2][C:3]1[CH:4]=[CH:5][C:6]([CH2:11][N:12]([CH2:23][C:24]2[CH:29]=[C:28]([C:30]([CH3:33])([CH3:32])[CH3:31])[CH:27]=[CH:26][N:25]=2)[CH:13]2[C:22]3[N:21]=[CH:20][CH:19]=[CH:18][C:17]=3[CH2:16][CH2:15][CH2:14]2)=[C:7]([CH2:9][OH:10])[CH:8]=1.Cl.[CH2:35]1[C:44]2[C:39](=[CH:40][CH:41]=[CH:42][CH:43]=2)[CH2:38][CH:37]([C:45](O)=[O:46])[NH:36]1.C1C=CC2N(O)N=NC=2C=1.CCN=C=NCCCN(C)C.CCN(C(C)C)C(C)C, predict the reaction product. (3) Given the reactants Br[C:2]1[C:3]2[N:4]([N:8]=[C:9]([Cl:11])[N:10]=2)[CH:5]=[CH:6][CH:7]=1.[CH2:12]([O:14][C:15]1[CH:20]=[CH:19][C:18]([C:21]([F:24])([F:23])[F:22])=[CH:17][C:16]=1B(O)O)[CH3:13], predict the reaction product. The product is: [Cl:11][C:9]1[N:10]=[C:3]2[C:2]([C:16]3[CH:17]=[C:18]([C:21]([F:24])([F:23])[F:22])[CH:19]=[CH:20][C:15]=3[O:14][CH2:12][CH3:13])=[CH:7][CH:6]=[CH:5][N:4]2[N:8]=1. (4) Given the reactants C(NC1C=CC(C2C=C3C(CN([C@@H](C(C)C)C(O)=O)C3=O)=CC=2)=CC=1)(=O)C1C=CC=CC=1.[C:33]([C:37]1[CH:70]=[CH:69][C:40]([C:41]([NH:43][C:44]2[CH:49]=[CH:48][C:47]([C:50]3[CH:58]=[C:57]4[C:53]([CH2:54][N:55]([C:60]5([C:65]([O:67]C)=[O:66])[CH2:64][CH2:63][CH2:62][CH2:61]5)[C:56]4=[O:59])=[CH:52][CH:51]=3)=[CH:46][CH:45]=2)=[O:42])=[CH:39][CH:38]=1)([CH3:36])([CH3:35])[CH3:34], predict the reaction product. The product is: [C:33]([C:37]1[CH:70]=[CH:69][C:40]([C:41]([NH:43][C:44]2[CH:45]=[CH:46][C:47]([C:50]3[CH:58]=[C:57]4[C:53]([CH2:54][N:55]([C:60]5([C:65]([OH:67])=[O:66])[CH2:61][CH2:62][CH2:63][CH2:64]5)[C:56]4=[O:59])=[CH:52][CH:51]=3)=[CH:48][CH:49]=2)=[O:42])=[CH:39][CH:38]=1)([CH3:36])([CH3:34])[CH3:35]. (5) The product is: [Cl:1][C:2]1[N:3]=[CH:4][C:5]([CH2:6][N:14]2[CH2:15][CH2:16][N:11]([CH3:10])[CH2:12][CH2:13]2)=[CH:8][CH:9]=1. Given the reactants [Cl:1][C:2]1[CH:9]=[CH:8][C:5]([CH:6]=O)=[CH:4][N:3]=1.[CH3:10][N:11]1[CH2:16][CH2:15][NH:14][CH2:13][CH2:12]1.C(O)(=O)C.C(O[BH-](OC(=O)C)OC(=O)C)(=O)C.[Na+], predict the reaction product. (6) Given the reactants [C:1]([O:5][C:6](=[O:28])[CH2:7][C@H:8]([C:18]1[O:22][N:21]=[C:20]([C:23]([O:25]CC)=O)[N:19]=1)[CH2:9][CH2:10][CH2:11][CH:12]1[CH2:17][CH2:16][CH2:15][CH2:14][CH2:13]1)([CH3:4])([CH3:3])[CH3:2].[CH3:29][N:30]([CH3:35])[CH2:31][CH2:32][NH:33][CH3:34], predict the reaction product. The product is: [CH:12]1([CH2:11][CH2:10][CH2:9][C@@H:8]([C:18]2[O:22][N:21]=[C:20]([C:23]([N:33]([CH2:32][CH2:31][N:30]([CH3:35])[CH3:29])[CH3:34])=[O:25])[N:19]=2)[CH2:7][C:6]([O:5][C:1]([CH3:4])([CH3:3])[CH3:2])=[O:28])[CH2:17][CH2:16][CH2:15][CH2:14][CH2:13]1. (7) Given the reactants CS[C:3]1[S:4]/[C:5](=[CH:9]\[C:10]2[CH:11]=[C:12]3[C:17](=[CH:18][CH:19]=2)[N:16]=[CH:15][CH:14]=[CH:13]3)/[C:6](=[O:8])[N:7]=1.[CH2:20]([NH2:26])[C:21]1[O:25][CH:24]=[CH:23][CH:22]=1.CCN(C(C)C)C(C)C, predict the reaction product. The product is: [O:25]1[CH:24]=[CH:23][CH:22]=[C:21]1[CH2:20][NH:26][C:3]1[S:4]/[C:5](=[CH:9]\[C:10]2[CH:11]=[C:12]3[C:17](=[CH:18][CH:19]=2)[N:16]=[CH:15][CH:14]=[CH:13]3)/[C:6](=[O:8])[N:7]=1.